Task: Predict the reaction yield, written as a fraction of the theoretical maximum amount of product (1.0 means a 100% yield; for example, 0.34 means a 34% yield).. Dataset: Buchwald-Hartwig C-N cross coupling reaction yields with 55,370 reactions (1) The yield is 0.703. The product is Cc1ccc(Nc2cccnc2)cc1. The reactants are Brc1cccnc1.Cc1ccc(N)cc1.O=S(=O)(O[Pd]1c2ccccc2-c2ccccc2N~1)C(F)(F)F.CC(C)c1cc(C(C)C)c(-c2ccccc2P(C(C)(C)C)C(C)(C)C)c(C(C)C)c1.CCN=P(N=P(N(C)C)(N(C)C)N(C)C)(N(C)C)N(C)C.COC(=O)c1cc(-c2cccs2)on1. No catalyst specified. (2) The reactants are CCc1ccc(Cl)cc1.Cc1ccc(N)cc1.O=S(=O)(O[Pd]1c2ccccc2-c2ccccc2N~1)C(F)(F)F.CC(C)c1cc(C(C)C)c(-c2ccccc2P(C2CCCCC2)C2CCCCC2)c(C(C)C)c1.CN(C)C(=NC(C)(C)C)N(C)C.c1ccc2oncc2c1. No catalyst specified. The product is CCc1ccc(Nc2ccc(C)cc2)cc1. The yield is 0.0257. (3) The reactants are FC(F)(F)c1ccc(I)cc1.Cc1ccc(N)cc1.O=S(=O)(O[Pd]1c2ccccc2-c2ccccc2N~1)C(F)(F)F.COc1ccc(OC)c(P(C(C)(C)C)C(C)(C)C)c1-c1c(C(C)C)cc(C(C)C)cc1C(C)C.CN(C)C(=NC(C)(C)C)N(C)C.c1ccc(-c2ccno2)cc1. No catalyst specified. The product is Cc1ccc(Nc2ccc(C(F)(F)F)cc2)cc1. The yield is 0.446. (4) The reactants are COc1ccc(Br)cc1.Cc1ccc(N)cc1.O=S(=O)(O[Pd]1c2ccccc2-c2ccccc2N~1)C(F)(F)F.CC(C)c1cc(C(C)C)c(-c2ccccc2P(C2CCCCC2)C2CCCCC2)c(C(C)C)c1.CCN=P(N=P(N(C)C)(N(C)C)N(C)C)(N(C)C)N(C)C.COC(=O)c1cc(-c2ccco2)on1. No catalyst specified. The product is COc1ccc(Nc2ccc(C)cc2)cc1. The yield is 0.0812. (5) The reactants are CCc1ccc(Cl)cc1.Cc1ccc(N)cc1.O=S(=O)(O[Pd]1c2ccccc2-c2ccccc2N~1)C(F)(F)F.CC(C)c1cc(C(C)C)c(-c2ccccc2P(C2CCCCC2)C2CCCCC2)c(C(C)C)c1.CN(C)C(=NC(C)(C)C)N(C)C.CCOC(=O)c1ccon1. No catalyst specified. The product is CCc1ccc(Nc2ccc(C)cc2)cc1. The yield is 0.0287. (6) The reactants are FC(F)(F)c1ccc(I)cc1.Cc1ccc(N)cc1.O=S(=O)(O[Pd]1c2ccccc2-c2ccccc2N~1)C(F)(F)F.CC(C)c1cc(C(C)C)c(-c2ccccc2P(C2CCCCC2)C2CCCCC2)c(C(C)C)c1.CCN=P(N=P(N(C)C)(N(C)C)N(C)C)(N(C)C)N(C)C.c1ccc(CN(Cc2ccccc2)c2ccon2)cc1. No catalyst specified. The product is Cc1ccc(Nc2ccc(C(F)(F)F)cc2)cc1. The yield is 0.407. (7) The reactants are Brc1cccnc1.Cc1ccc(N)cc1.O=S(=O)(O[Pd]1c2ccccc2-c2ccccc2N~1)C(F)(F)F.CC(C)c1cc(C(C)C)c(-c2ccccc2P(C(C)(C)C)C(C)(C)C)c(C(C)C)c1.CN1CCCN2CCCN=C12.CCOC(=O)c1cnoc1. No catalyst specified. The product is Cc1ccc(Nc2cccnc2)cc1. The yield is 0.301.